From a dataset of Forward reaction prediction with 1.9M reactions from USPTO patents (1976-2016). Predict the product of the given reaction. (1) Given the reactants [CH3:1][CH:2]([O:5][C:6]1[CH:11]=[CH:10][CH:9]=[CH:8][C:7]=1[NH:12][C:13](=[O:15])[CH3:14])[CH:3]=[CH2:4].ClC1C=CC=C(C(OO)=[O:24])C=1, predict the reaction product. The product is: [O:24]1[CH2:4][CH:3]1[CH:2]([O:5][C:6]1[CH:11]=[CH:10][CH:9]=[CH:8][C:7]=1[NH:12][C:13](=[O:15])[CH3:14])[CH3:1]. (2) Given the reactants Br[C:2]1[CH:3]=[C:4]([CH3:10])[C:5]([O:8][CH3:9])=[N:6][CH:7]=1.[CH3:11][C:12]1([CH3:28])[C:16]([CH3:18])([CH3:17])[O:15][B:14]([B:14]2[O:15][C:16]([CH3:18])([CH3:17])[C:12]([CH3:28])([CH3:11])[O:13]2)[O:13]1.C([O-])(=O)C.[K+], predict the reaction product. The product is: [CH3:9][O:8][C:5]1[C:4]([CH3:10])=[CH:3][C:2]([B:14]2[O:15][C:16]([CH3:18])([CH3:17])[C:12]([CH3:28])([CH3:11])[O:13]2)=[CH:7][N:6]=1. (3) Given the reactants [CH2:1]([N:8]1[C:25]([CH3:26])=[C:11]2[C:12](=[O:24])[NH:13][C:14]3[CH:15]=[C:16]4[CH2:23][CH2:22][CH2:21][CH2:20][C:17]4=[CH:18][C:19]=3[C:10]2=[N:9]1)[C:2]1[CH:7]=[CH:6][CH:5]=[CH:4][CH:3]=1.C(=O)([O-])[O-].[Cs+].[Cs+].[CH2:33]([CH:35]1[O:37][CH2:36]1)Br, predict the reaction product. The product is: [CH2:1]([N:8]1[C:25]([CH3:26])=[C:11]2[C:12](=[O:24])[N:13]([CH2:33][CH:35]3[CH2:36][O:37]3)[C:14]3[CH:15]=[C:16]4[CH2:23][CH2:22][CH2:21][CH2:20][C:17]4=[CH:18][C:19]=3[C:10]2=[N:9]1)[C:2]1[CH:3]=[CH:4][CH:5]=[CH:6][CH:7]=1.